Dataset: Forward reaction prediction with 1.9M reactions from USPTO patents (1976-2016). Task: Predict the product of the given reaction. (1) Given the reactants [CH:1]1([N:6]2[C:11]3[N:12]=[C:13]([S:16][CH3:17])[N:14]=[CH:15][C:10]=3[C:9]([OH:18])=[CH:8][C:7]2=[O:19])[CH2:5][CH2:4][CH2:3][CH2:2]1.[F:20][C:21]([F:34])([F:33])[S:22](O[S:22]([C:21]([F:34])([F:33])[F:20])(=[O:24])=[O:23])(=[O:24])=[O:23].[CH3:35][O:36][C:37]1[CH:53]=[CH:52][C:40]([CH2:41][NH:42][CH2:43][C:44]2[CH:49]=[CH:48][C:47]([O:50][CH3:51])=[CH:46][CH:45]=2)=[CH:39][CH:38]=1, predict the reaction product. The product is: [CH3:51][O:50][C:47]1[CH:46]=[CH:45][C:44]([CH2:43][N:42]([CH2:41][C:40]2[CH:52]=[CH:53][C:37]([O:36][CH3:35])=[CH:38][CH:39]=2)[C:9]2[C:10]3[CH:15]=[N:14][C:13]([S:16][CH3:17])=[N:12][C:11]=3[N:6]([CH:1]3[CH2:5][CH2:4][CH2:3][CH2:2]3)[C:7](=[O:19])[CH:8]=2)=[CH:49][CH:48]=1.[CH:1]1([N:6]2[C:11]3[N:12]=[C:13]([S:16][CH3:17])[N:14]=[CH:15][C:10]=3[C:9]([O:18][S:22]([C:21]([F:34])([F:33])[F:20])(=[O:24])=[O:23])=[CH:8][C:7]2=[O:19])[CH2:2][CH2:3][CH2:4][CH2:5]1. (2) Given the reactants [CH3:1][O:2][C:3]1[CH:4]=[C:5]2[C:10](=[CH:11][CH:12]=1)[C@@H:9]([CH2:13][CH2:14][O:15][Si:16]([C:19]([CH3:22])([CH3:21])[CH3:20])([CH3:18])[CH3:17])[NH:8][CH2:7][CH2:6]2.[N:23]1C=CC=CC=1.[F:29][C:30]([F:41])([F:40])[C:31](O[C:31](=[O:32])[C:30]([F:41])([F:40])[F:29])=[O:32].C(=O)([O-])O.[Na+], predict the reaction product. The product is: [CH3:1][O:2][C:3]1[CH:4]=[C:5]2[C:10](=[CH:11][CH:12]=1)[C@@H:9]([CH2:13][CH2:14][O:15][Si:16]([C:19]([CH3:22])([CH3:21])[CH3:20])([CH3:17])[CH3:18])[NH:8][CH2:7][CH2:6]2.[F:29][C:30]([F:41])([F:40])[C:31]([NH2:23])=[O:32].